From a dataset of Catalyst prediction with 721,799 reactions and 888 catalyst types from USPTO. Predict which catalyst facilitates the given reaction. (1) Reactant: [Cl:1][C:2]1[CH:9]=[CH:8][C:5]([CH2:6]Cl)=[C:4]([CH3:10])[CH:3]=1.[C-:11]#[N:12].[K+]. Product: [Cl:1][C:2]1[CH:9]=[CH:8][C:5]([CH2:6][C:11]#[N:12])=[C:4]([CH3:10])[CH:3]=1. The catalyst class is: 8. (2) Product: [CH3:12][O:11][C:9]([NH:8][C:6]1[CH:7]=[CH:2][C:3]([C:13]2[N:14]=[C:15]([CH:18]3[CH:23]([C:24]4[CH:25]=[CH:26][CH:27]=[CH:28][CH:29]=4)[CH2:22][CH2:21][CH2:20][N:19]3[C:30]([O:32][C:33]([CH3:36])([CH3:35])[CH3:34])=[O:31])[NH:16][CH:17]=2)=[CH:4][CH:5]=1)=[O:10]. Reactant: Br[C:2]1[CH:7]=[C:6]([NH:8][C:9]([O:11][CH3:12])=[O:10])[CH:5]=[CH:4][C:3]=1[C:13]1[N:14]=[C:15]([CH:18]2[CH:23]([C:24]3[CH:29]=[CH:28][CH:27]=[CH:26][CH:25]=3)[CH2:22][CH2:21][CH2:20][N:19]2[C:30]([O:32][C:33]([CH3:36])([CH3:35])[CH3:34])=[O:31])[NH:16][CH:17]=1.[H][H]. The catalyst class is: 256. (3) Reactant: [N:1]([C:4]1[N:9]=[CH:8][N:7]=[C:6]([CH2:10][N:11]2[CH:15]=[CH:14][N:13]=[C:12]2[C:16]2[CH:21]=[CH:20][CH:19]=[C:18]([F:22])[N:17]=2)[C:5]=1[CH2:23][CH2:24][CH3:25])=[N+]=[N-]. Product: [NH2:1][C:4]1[N:9]=[CH:8][N:7]=[C:6]([CH2:10][N:11]2[CH:15]=[CH:14][N:13]=[C:12]2[C:16]2[CH:21]=[CH:20][CH:19]=[C:18]([F:22])[N:17]=2)[C:5]=1[CH2:23][CH2:24][CH3:25]. The catalyst class is: 19. (4) Reactant: [NH:1]1[CH2:6][CH2:5][O:4][CH2:3][CH2:2]1.C([O-])([O-])=O.[K+].[K+].[Br:13][C:14]1[CH:15]=[C:16]([CH:19]=[CH:20][CH:21]=1)[CH2:17]Br. Product: [Br:13][C:14]1[CH:15]=[C:16]([CH:19]=[CH:20][CH:21]=1)[CH2:17][N:1]1[CH2:6][CH2:5][O:4][CH2:3][CH2:2]1. The catalyst class is: 47. (5) Reactant: [CH3:1][O:2][CH2:3][CH:4]([CH3:31])[O:5][C:6]1[CH:7]=[C:8]([O:20][C:21]2[CH:26]=[CH:25][C:24]([S:27]([CH3:30])(=[O:29])=[O:28])=[CH:23][CH:22]=2)[CH:9]=[C:10]2[C:14]=1[NH:13][C:12]([C:15]([O:17]CC)=[O:16])=[CH:11]2.O1CCCC1.[OH-].[Na+]. Product: [CH3:1][O:2][CH2:3][CH:4]([CH3:31])[O:5][C:6]1[CH:7]=[C:8]([O:20][C:21]2[CH:26]=[CH:25][C:24]([S:27]([CH3:30])(=[O:29])=[O:28])=[CH:23][CH:22]=2)[CH:9]=[C:10]2[C:14]=1[NH:13][C:12]([C:15]([OH:17])=[O:16])=[CH:11]2. The catalyst class is: 8.